From a dataset of Full USPTO retrosynthesis dataset with 1.9M reactions from patents (1976-2016). Predict the reactants needed to synthesize the given product. (1) The reactants are: C(OC([NH:11][CH2:12][CH2:13][N:14]1[C:19]2[CH:20]=[C:21]([C:25]([N:27]([CH:41]([CH3:43])[CH3:42])[C@@H:28]3[CH2:33][CH2:32][CH2:31][N:30]([C:34]([O:36][C:37]([CH3:40])([CH3:39])[CH3:38])=[O:35])[CH2:29]3)=[O:26])[C:22]([CH3:24])=[CH:23][C:18]=2[O:17][C:16]([CH3:45])([CH3:44])[C:15]1=[O:46])=O)C1C=CC=CC=1. Given the product [NH2:11][CH2:12][CH2:13][N:14]1[C:19]2[CH:20]=[C:21]([C:25]([N:27]([CH:41]([CH3:42])[CH3:43])[C@@H:28]3[CH2:33][CH2:32][CH2:31][N:30]([C:34]([O:36][C:37]([CH3:38])([CH3:40])[CH3:39])=[O:35])[CH2:29]3)=[O:26])[C:22]([CH3:24])=[CH:23][C:18]=2[O:17][C:16]([CH3:44])([CH3:45])[C:15]1=[O:46], predict the reactants needed to synthesize it. (2) The reactants are: [Cl:1][C:2]1[CH:28]=[C:27]([F:29])[C:26]([F:30])=[CH:25][C:3]=1[C:4]([NH:6][C:7](=[O:24])[NH:8][C:9]1[CH:14]=[C:13]([N+:15]([O-])=O)[CH:12]=[CH:11][C:10]=1[CH:18]=[CH:19][C:20]([O:22][CH3:23])=[O:21])=[O:5].C(=O)([O-])O.[Na+]. Given the product [NH2:15][C:13]1[CH:12]=[CH:11][C:10]([CH:18]=[CH:19][C:20]([O:22][CH3:23])=[O:21])=[C:9]([NH:8][C:7]([NH:6][C:4](=[O:5])[C:3]2[CH:25]=[C:26]([F:30])[C:27]([F:29])=[CH:28][C:2]=2[Cl:1])=[O:24])[CH:14]=1, predict the reactants needed to synthesize it. (3) Given the product [F:32][C:31]([F:34])([F:33])[C:29]([OH:35])=[O:30].[NH2:3][CH:4]([C:7]#[N:8])[CH2:5][NH:6][C:19](=[O:20])[O:21][CH2:22][C:23]1[CH:28]=[CH:27][CH:26]=[CH:25][CH:24]=1, predict the reactants needed to synthesize it. The reactants are: Cl.Cl.[NH2:3][CH:4]([CH2:7][NH2:8])[C:5]#[N:6].C(N(CC)C(C)C)(C)C.Cl[C:19]([O:21][CH2:22][C:23]1[CH:28]=[CH:27][CH:26]=[CH:25][CH:24]=1)=[O:20].[C:29]([OH:35])([C:31]([F:34])([F:33])[F:32])=[O:30]. (4) Given the product [F:1][C:2]1[CH:3]=[C:4]2[C:5](=[CH:6][CH:7]=1)[C:11](=[O:13])[CH2:10][CH2:9][CH2:8]2, predict the reactants needed to synthesize it. The reactants are: [F:1][C:2]1[CH:3]=[C:4]([CH2:8][CH2:9][CH2:10][C:11]([OH:13])=O)[CH:5]=[CH:6][CH:7]=1.S(=O)(=O)(O)O. (5) Given the product [C:1]([O:4][CH2:5][C:6]1[C:11]([F:12])=[CH:10][C:9]([S:13](=[O:15])(=[O:16])[N:14]=[CH:20][N:21]([CH3:23])[CH3:22])=[CH:8][C:7]=1[Cl:17])(=[O:3])[CH3:2], predict the reactants needed to synthesize it. The reactants are: [C:1]([O:4][CH2:5][C:6]1[C:11]([F:12])=[CH:10][C:9]([S:13](=[O:16])(=[O:15])[NH2:14])=[CH:8][C:7]=1[Cl:17])(=[O:3])[CH3:2].CO[CH:20](OC)[N:21]([CH3:23])[CH3:22].